The task is: Predict the reactants needed to synthesize the given product.. This data is from Full USPTO retrosynthesis dataset with 1.9M reactions from patents (1976-2016). (1) The reactants are: [C:1]([N:4]1[CH2:9][CH2:8][N:7]([C:10]2[CH:11]=[C:12]([N:16]3[C:20]4[CH:21]=[CH:22][C:23]([C:25](=[O:27])[CH3:26])=[CH:24][C:19]=4[N:18]=[CH:17]3)[CH:13]=[CH:14][CH:15]=2)[CH2:6][CH2:5]1)(=[O:3])[CH3:2].B.[Na]. Given the product [OH:27][CH:25]([C:23]1[CH:22]=[CH:21][C:20]2[N:16]([C:12]3[CH:11]=[C:10]([N:7]4[CH2:6][CH2:5][N:4]([C:1](=[O:3])[CH3:2])[CH2:9][CH2:8]4)[CH:15]=[CH:14][CH:13]=3)[CH:17]=[N:18][C:19]=2[CH:24]=1)[CH3:26], predict the reactants needed to synthesize it. (2) Given the product [F:13][CH:2]([F:1])[C:3]1[N:8]=[CH:7][N:6]=[C:5]([C:9]2[NH:11][O:12][C:14](=[O:15])[N:10]=2)[CH:4]=1, predict the reactants needed to synthesize it. The reactants are: [F:1][CH:2]([F:13])[C:3]1[N:8]=[CH:7][N:6]=[C:5]([C:9](=[N:11][OH:12])[NH2:10])[CH:4]=1.[C:14](N1C=CN=C1)(N1C=CN=C1)=[O:15].N12CCCN=C1CCCCC2.Cl. (3) Given the product [ClH:1].[ClH:38].[Cl:1][C:2]1[CH:7]=[CH:6][C:5]([C:8]2([C:20]([N:22]3[CH2:23][CH2:24][N:25]([C:28]4[C:29]5[C@H:36]([CH3:37])[CH2:35][CH2:34][C:30]=5[N:31]=[CH:32][N:33]=4)[CH2:26][CH2:27]3)=[O:21])[CH2:12][CH2:11][NH:10][CH2:9]2)=[CH:4][CH:3]=1, predict the reactants needed to synthesize it. The reactants are: [Cl:1][C:2]1[CH:7]=[CH:6][C:5]([C:8]2([C:20]([N:22]3[CH2:27][CH2:26][N:25]([C:28]4[C:29]5[C@H:36]([CH3:37])[CH2:35][CH2:34][C:30]=5[N:31]=[CH:32][N:33]=4)[CH2:24][CH2:23]3)=[O:21])[CH2:12][CH2:11][N:10](C(OC(C)(C)C)=O)[CH2:9]2)=[CH:4][CH:3]=1.[ClH:38]. (4) Given the product [C:19]([N:9]1[C@@H:8]([CH2:7][C:1]2[CH:2]=[CH:3][CH:4]=[CH:5][CH:6]=2)[CH2:12][O:11][C:10]1=[O:13])(=[O:25])[CH2:20][CH2:21][CH2:22][CH2:23][CH3:24], predict the reactants needed to synthesize it. The reactants are: [C:1]1([CH2:7][C@H:8]2[CH2:12][O:11][C:10](=[O:13])[NH:9]2)[CH:6]=[CH:5][CH:4]=[CH:3][CH:2]=1.C([Li])CCC.[C:19](Cl)(=[O:25])[CH2:20][CH2:21][CH2:22][CH2:23][CH3:24]. (5) Given the product [Cl:1][C:2]1[C:3]([NH:13][C:14]2[CH:19]=[N:18][CH:17]=[C:16]([C:20]3[CH:21]=[CH:22][C:23]([OH:26])=[CH:24][CH:25]=3)[N:15]=2)=[CH:4][C:5]([O:11][CH3:12])=[C:6]([CH:10]=1)[C:7]([NH:36][CH2:35][CH2:34][CH2:33][N:27]1[CH2:32][CH2:31][O:30][CH2:29][CH2:28]1)=[O:9], predict the reactants needed to synthesize it. The reactants are: [Cl:1][C:2]1[C:3]([NH:13][C:14]2[CH:19]=[N:18][CH:17]=[C:16]([C:20]3[CH:25]=[CH:24][C:23]([OH:26])=[CH:22][CH:21]=3)[N:15]=2)=[CH:4][C:5]([O:11][CH3:12])=[C:6]([CH:10]=1)[C:7]([OH:9])=O.[N:27]1([CH2:33][CH2:34][CH2:35][NH2:36])[CH2:32][CH2:31][O:30][CH2:29][CH2:28]1.C(N(CC)CC)C.CN(C(ON1N=NC2C=CC=CC1=2)=[N+](C)C)C.[B-](F)(F)(F)F.